From a dataset of Forward reaction prediction with 1.9M reactions from USPTO patents (1976-2016). Predict the product of the given reaction. (1) Given the reactants [Br:1][C:2]1[CH:7]=[CH:6][C:5]([CH:8]([C:20]2[CH:25]=[CH:24][C:23]([F:26])=[CH:22][C:21]=2[F:27])[CH2:9][C:10]([C:12]2[CH:13]=[N:14][C:15]([O:18]C)=[CH:16][CH:17]=2)=[O:11])=[CH:4][CH:3]=1.Cl.C(OCC)(=O)C, predict the reaction product. The product is: [Br:1][C:2]1[CH:3]=[CH:4][C:5]([CH:8]([C:20]2[CH:25]=[CH:24][C:23]([F:26])=[CH:22][C:21]=2[F:27])[CH2:9][C:10]([C:12]2[CH:17]=[CH:16][C:15](=[O:18])[NH:14][CH:13]=2)=[O:11])=[CH:6][CH:7]=1. (2) The product is: [Cl:1][C:2]1[N:7]=[C:6]([N:9]2[CH2:14][CH2:13][CH2:12][CH:11]([NH:15][C:16](=[O:22])[O:17][C:18]([CH3:20])([CH3:19])[CH3:21])[CH2:10]2)[CH:5]=[CH:4][N:3]=1. Given the reactants [Cl:1][C:2]1[N:7]=[C:6](Cl)[CH:5]=[CH:4][N:3]=1.[NH:9]1[CH2:14][CH2:13][CH2:12][CH:11]([NH:15][C:16](=[O:22])[O:17][C:18]([CH3:21])([CH3:20])[CH3:19])[CH2:10]1, predict the reaction product. (3) Given the reactants Cl.Cl[CH2:3][C:4]1[CH:9]=[C:8]([CH3:10])[N:7]=[C:6]([CH3:11])[CH:5]=1.[CH3:12][S:13]([C:16]1[CH:21]=[CH:20][C:19]([OH:22])=[CH:18][CH:17]=1)(=[O:15])=[O:14].[OH-].[Na+], predict the reaction product. The product is: [CH3:12][S:13]([C:16]1[CH:21]=[CH:20][C:19]([O:22][CH2:3][C:4]2[CH:9]=[C:8]([CH3:10])[N:7]=[C:6]([CH3:11])[CH:5]=2)=[CH:18][CH:17]=1)(=[O:14])=[O:15].